Dataset: Experimentally validated miRNA-target interactions with 360,000+ pairs, plus equal number of negative samples. Task: Binary Classification. Given a miRNA mature sequence and a target amino acid sequence, predict their likelihood of interaction. The miRNA is hsa-miR-3622a-3p with sequence UCACCUGACCUCCCAUGCCUGU. The protein sequence of the target gene is MARGCLCCLKYTMFLFNLIFWLCGCGLLGVGIWLSVSQGNFATFSPSFPSLSAANLVIAIGTIVMVTGFLGCLGAIKENKCLLLSFFIVLLIILLAELILIILFFVYMDKVNENAKQDLKEGLLLYNTENNVGLKNAWNIIQAEMRCCGVTDYTDWYPVLGENTVPDRCCMENSQGCGRNSTTPLWRTGCYEKVKLWFDDNKHVLGTVGMCILIMQILGMAFSMTLFQHIHRTGKKYDA. Result: 0 (no interaction).